From a dataset of Catalyst prediction with 721,799 reactions and 888 catalyst types from USPTO. Predict which catalyst facilitates the given reaction. (1) Reactant: Cl[C:2]1[CH:3]=[CH:4][C:5]([N+:10]([O-:12])=[O:11])=[C:6]([NH:8][CH3:9])[CH:7]=1.[NH2:13][C:14]1[C:19]([CH3:20])=[CH:18][C:17]([OH:21])=[CH:16][C:15]=1[CH3:22].CC(C)([O-])C.[K+].O. Product: [NH2:13][C:14]1[C:19]([CH3:20])=[CH:18][C:17]([O:21][C:2]2[CH:3]=[CH:4][C:5]([N+:10]([O-:12])=[O:11])=[C:6]([NH:8][CH3:9])[CH:7]=2)=[CH:16][C:15]=1[CH3:22]. The catalyst class is: 80. (2) Reactant: [NH2:1][C:2]1[C:3]([OH:13])=[C:4]([S:9]([NH2:12])(=[O:11])=[O:10])[C:5]([Cl:8])=[CH:6][CH:7]=1.[CH2:14]([N:22]=[C:23]=[O:24])[CH2:15][C:16]1[CH:21]=[CH:20][CH:19]=[CH:18][CH:17]=1. Product: [NH2:12][S:9]([C:4]1[C:3]([OH:13])=[C:2]([NH:1][C:23]([NH:22][CH2:14][CH2:15][C:16]2[CH:21]=[CH:20][CH:19]=[CH:18][CH:17]=2)=[O:24])[CH:7]=[CH:6][C:5]=1[Cl:8])(=[O:11])=[O:10]. The catalyst class is: 9.